This data is from Forward reaction prediction with 1.9M reactions from USPTO patents (1976-2016). The task is: Predict the product of the given reaction. (1) Given the reactants Cl[C:2]1[N:7]=[C:6]([CH2:8][O:9][C:10]2[CH:11]=[C:12]([C@H:16]([CH:22]3[CH2:24][CH2:23]3)[CH2:17][C:18]([O:20]C)=[O:19])[CH:13]=[CH:14][CH:15]=2)[CH:5]=[N:4][C:3]=1[C:25]1[C:30]([F:31])=[CH:29][N:28]=[C:27]([O:32][CH3:33])[CH:26]=1.[CH:34]1([CH2:37][OH:38])[CH2:36][CH2:35]1.[H-].[Na+], predict the reaction product. The product is: [CH:22]1([C@@H:16]([C:12]2[CH:13]=[CH:14][CH:15]=[C:10]([O:9][CH2:8][C:6]3[CH:5]=[N:4][C:3]([C:25]4[C:30]([F:31])=[CH:29][N:28]=[C:27]([O:32][CH3:33])[CH:26]=4)=[C:2]([O:38][CH2:37][CH:34]4[CH2:36][CH2:35]4)[N:7]=3)[CH:11]=2)[CH2:17][C:18]([OH:20])=[O:19])[CH2:24][CH2:23]1. (2) Given the reactants [CH3:1][O:2][C:3]1[CH:11]=[CH:10][C:9]([O:12][CH3:13])=[CH:8][C:4]=1[CH2:5][CH2:6][NH2:7].[CH:14](=O)[C:15]1[CH:20]=[CH:19][CH:18]=[CH:17][CH:16]=1.S([O-])([O-])(=O)=O.[Mg+2], predict the reaction product. The product is: [CH3:1][O:2][C:3]1[CH:11]=[CH:10][C:9]([O:12][CH3:13])=[CH:8][C:4]=1[CH2:5][CH2:6]/[N:7]=[CH:14]/[C:15]1[CH:20]=[CH:19][CH:18]=[CH:17][CH:16]=1. (3) Given the reactants [CH:1]([O:4][C:5]1[CH:9]=[C:8]([C:10](OCC)=[O:11])[N:7]([CH2:15][C:16]2[CH:25]=[CH:24][C:23]3[C:18](=[CH:19][CH:20]=[CH:21][CH:22]=3)[N:17]=2)[N:6]=1)([CH3:3])[CH3:2].[H-].C([Al+]CC(C)C)C(C)C.C(O)C.[Cl-].[NH4+], predict the reaction product. The product is: [CH:1]([O:4][C:5]1[CH:9]=[C:8]([CH2:10][OH:11])[N:7]([CH2:15][C:16]2[CH:25]=[CH:24][C:23]3[C:18](=[CH:19][CH:20]=[CH:21][CH:22]=3)[N:17]=2)[N:6]=1)([CH3:3])[CH3:2].